Binary Classification. Given a drug SMILES string, predict its activity (active/inactive) in a high-throughput screening assay against a specified biological target. From a dataset of M1 muscarinic receptor antagonist screen with 61,756 compounds. (1) The drug is s1c(NC(=O)c2n(ncc2)CC)ncc1. The result is 0 (inactive). (2) The molecule is Brc1cc(sc1CC)C(=O)N1CCN(S(=O)(=O)C)CC1. The result is 0 (inactive). (3) The result is 0 (inactive). The compound is S(=O)(=O)(Nc1c2c([nH]c1C(O)=O)cccc2)c1cc(c(F)cc1)C. (4) The drug is O=C(Nc1c2c([nH]c1C(OCC)=O)cccc2)CC(C)C. The result is 0 (inactive).